Binary Classification. Given a T-cell receptor sequence (or CDR3 region) and an epitope sequence, predict whether binding occurs between them. From a dataset of TCR-epitope binding with 47,182 pairs between 192 epitopes and 23,139 TCRs. (1) The epitope is RLRAEAQVK. The TCR CDR3 sequence is CSVDWGEGFF. Result: 0 (the TCR does not bind to the epitope). (2) The epitope is FLYNLLTRV. The TCR CDR3 sequence is CASSYSGAGQPQHF. Result: 1 (the TCR binds to the epitope).